This data is from Full USPTO retrosynthesis dataset with 1.9M reactions from patents (1976-2016). The task is: Predict the reactants needed to synthesize the given product. (1) Given the product [Br:4][C:5]1[CH:6]=[CH:7][C:8]2[N:12]=[C:11]([C:13](=[O:14])[CH3:1])[N:10]([CH3:19])[C:9]=2[CH:20]=1, predict the reactants needed to synthesize it. The reactants are: [CH3:1][Mg]Cl.[Br:4][C:5]1[CH:6]=[CH:7][C:8]2[N:12]=[C:11]([C:13](N(OC)C)=[O:14])[N:10]([CH3:19])[C:9]=2[CH:20]=1. (2) Given the product [Cl:12][C:13]1[CH:18]=[CH:17][C:16]([C:19]2([C:21]3([C:24]4[CH:29]=[CH:28][CH:27]=[CH:26][N:25]=4)[CH2:22][CH2:23]3)[CH2:8][O:20]2)=[CH:15][CH:14]=1, predict the reactants needed to synthesize it. The reactants are: [H-].[Na+].CS(C)=O.[I-].[CH3:8][S+](C)C.[Cl:12][C:13]1[CH:18]=[CH:17][C:16]([C:19]([C:21]2([C:24]3[CH:29]=[CH:28][CH:27]=[CH:26][N:25]=3)[CH2:23][CH2:22]2)=[O:20])=[CH:15][CH:14]=1. (3) Given the product [CH2:1]([C:5]1([O:32][CH3:33])[CH2:6][CH2:7][N:8]([C:11]2[CH:12]=[CH:13][C:14]([C:17]3[S:21][C:20]([C:22]4[CH:23]=[CH:24][C:25]([CH2:26][OH:27])=[CH:30][CH:31]=4)=[N:19][N:18]=3)=[CH:15][CH:16]=2)[CH2:9][CH2:10]1)[CH2:2][CH2:3][CH3:4], predict the reactants needed to synthesize it. The reactants are: [CH2:1]([C:5]1([O:32][CH3:33])[CH2:10][CH2:9][N:8]([C:11]2[CH:16]=[CH:15][C:14]([C:17]3[S:21][C:20]([C:22]4[CH:31]=[CH:30][C:25]([C:26](OC)=[O:27])=[CH:24][CH:23]=4)=[N:19][N:18]=3)=[CH:13][CH:12]=2)[CH2:7][CH2:6]1)[CH2:2][CH2:3][CH3:4].[H-].[Al+3].[Li+].[H-].[H-].[H-].C(OCC)(=O)C.Cl. (4) The reactants are: [NH:1]1[C:10]2[CH2:9][CH2:8][CH2:7][CH2:6][N:5]([C:11]([CH:13]3[CH2:18][CH2:17][N:16]([C:19](=[O:21])[CH3:20])[CH2:15][CH2:14]3)=[O:12])[C:4]=2[CH:3]=[CH:2]1.O=P(Cl)(Cl)Cl.CN([CH:30]=[O:31])C. Given the product [C:19]([N:16]1[CH2:15][CH2:14][CH:13]([C:11]([N:5]2[CH2:6][CH2:7][CH2:8][CH2:9][C:10]3[NH:1][C:2]([CH:30]=[O:31])=[CH:3][C:4]2=3)=[O:12])[CH2:18][CH2:17]1)(=[O:21])[CH3:20], predict the reactants needed to synthesize it.